This data is from CYP3A4 inhibition data for predicting drug metabolism from PubChem BioAssay. The task is: Regression/Classification. Given a drug SMILES string, predict its absorption, distribution, metabolism, or excretion properties. Task type varies by dataset: regression for continuous measurements (e.g., permeability, clearance, half-life) or binary classification for categorical outcomes (e.g., BBB penetration, CYP inhibition). Dataset: cyp3a4_veith. (1) The molecule is CN1[C@H]2CC[C@@H]1CC(OC(=O)[C@@H](CO)c1ccccc1)C2.CN1[C@H]2CC[C@@H]1CC(OC(=O)[C@@H](CO)c1ccccc1)C2.O.O=S(=O)(O)O. The result is 0 (non-inhibitor). (2) The drug is COc1ccccc1CN1CCC2(CC1)CCN(C(=O)c1cccc(F)c1)CC2. The result is 0 (non-inhibitor). (3) The molecule is COc1cccc(C(=O)N(Cc2ccccc2)Cc2cc3cc4c(cc3[nH]c2=O)OCCO4)c1. The result is 1 (inhibitor). (4) The compound is Nc1ccc(C(=O)NCC(=O)O)cc1. The result is 0 (non-inhibitor). (5) The result is 1 (inhibitor). The compound is COc1ccccc1-c1cncnc1NCc1cccc(C)c1. (6) The molecule is CC(C)CN1CC2(CCN(C(=O)c3ccco3)CC2)C1. The result is 0 (non-inhibitor). (7) The molecule is Cc1nc2cnc(N(C)C)nc2n(CCC#N)c1=O. The result is 0 (non-inhibitor). (8) The molecule is C[C@H](CO)NC(=O)[C@H](C)[C@@H]1C[C@@]1(C)[C@@H](NC(=O)OCc1ccccc1)c1ccccc1. The result is 1 (inhibitor). (9) The molecule is O=C(NC1(C(F)(F)F)C(=O)Nc2c1c(=O)[nH]c(=O)n2-c1ccc(F)cc1)c1cccnc1. The result is 0 (non-inhibitor). (10) The drug is O=C(O)c1cccc(C(=O)O)c1S(=O)Cc1ccccc1. The result is 0 (non-inhibitor).